Dataset: Catalyst prediction with 721,799 reactions and 888 catalyst types from USPTO. Task: Predict which catalyst facilitates the given reaction. (1) Reactant: [C:1]([C:4]1[C:9]([Cl:10])=[CH:8][C:7]([C:11]([F:14])([F:13])[F:12])=[CH:6][N:5]=1)(=[O:3])[CH3:2].CO[C:17](OC)([N:19]([CH3:21])[CH3:20])[CH3:18]. Product: [Cl:10][C:9]1[C:4]([C:1](=[O:3])[CH:2]=[C:17]([N:19]([CH3:21])[CH3:20])[CH3:18])=[N:5][CH:6]=[C:7]([C:11]([F:13])([F:14])[F:12])[CH:8]=1. The catalyst class is: 11. (2) Reactant: [NH2:1][C@H:2]([CH2:32][C:33]1[CH:38]=[CH:37][C:36]([Cl:39])=[CH:35][CH:34]=1)[C:3]([N:5]1[CH2:10][CH2:9][CH:8]([N:11]2[N:20]=[C:19]([C:21]3[CH:26]=[CH:25][C:24]([O:27][CH3:28])=[C:23]([O:29][CH3:30])[CH:22]=3)[C@@H:18]3[C@@H:13]([CH2:14][CH2:15][CH2:16][CH2:17]3)[C:12]2=[O:31])[CH2:7][CH2:6]1)=[O:4].[CH:40]1([CH2:43][O:44][C:45]2[CH:53]=[CH:52][C:48]3[O:49][CH2:50][O:51][C:47]=3[C:46]=2[C:54]2[C:55]3[NH:62][CH:61]=[C:60]([C:63](O)=[O:64])[C:56]=3[N:57]=[CH:58][N:59]=2)[CH2:42][CH2:41]1.CCOC(C(C#N)=NOC(N1CCOCC1)=[N+](C)C)=O.F[P-](F)(F)(F)(F)F.CCN(C(C)C)C(C)C.C(=O)(O)[O-].[Na+]. Product: [Cl:39][C:36]1[CH:35]=[CH:34][C:33]([CH2:32][C@@H:2]([NH:1][C:63]([C:60]2[C:56]3[N:57]=[CH:58][N:59]=[C:54]([C:46]4[C:47]5[O:51][CH2:50][O:49][C:48]=5[CH:52]=[CH:53][C:45]=4[O:44][CH2:43][CH:40]4[CH2:42][CH2:41]4)[C:55]=3[NH:62][CH:61]=2)=[O:64])[C:3]([N:5]2[CH2:6][CH2:7][CH:8]([N:11]3[N:20]=[C:19]([C:21]4[CH:26]=[CH:25][C:24]([O:27][CH3:28])=[C:23]([O:29][CH3:30])[CH:22]=4)[C@@H:18]4[C@@H:13]([CH2:14][CH2:15][CH2:16][CH2:17]4)[C:12]3=[O:31])[CH2:9][CH2:10]2)=[O:4])=[CH:38][CH:37]=1. The catalyst class is: 2. (3) Reactant: [Br:1][C:2]1[CH:8]=[CH:7][C:6]([CH3:9])=[CH:5][C:3]=1[NH2:4].C[Si]([N-][Si](C)(C)C)(C)C.[Na+].[C:20](O[C:20]([O:22][C:23]([CH3:26])([CH3:25])[CH3:24])=[O:21])([O:22][C:23]([CH3:26])([CH3:25])[CH3:24])=[O:21]. Product: [Br:1][C:2]1[CH:8]=[CH:7][C:6]([CH3:9])=[CH:5][C:3]=1[NH:4][C:20](=[O:21])[O:22][C:23]([CH3:26])([CH3:25])[CH3:24]. The catalyst class is: 7. (4) Reactant: C(OC([N:8]1[C:13]2[CH:14]=[C:15]([Cl:21])[C:16]([N:18]([CH3:20])[CH3:19])=[CH:17][C:12]=2[O:11][C:10]([C:23]([N:25]2[CH2:30][CH2:29][C:28]([C:39]#[N:40])([CH2:31][C:32]3[CH:37]=[CH:36][C:35]([F:38])=[CH:34][CH:33]=3)[CH2:27][CH2:26]2)=[O:24])([CH3:22])[CH2:9]1)=O)(C)(C)C.C(O)(C(F)(F)F)=O. Product: [Cl:21][C:15]1[C:16]([N:18]([CH3:20])[CH3:19])=[CH:17][C:12]2[O:11][C:10]([CH3:22])([C:23]([N:25]3[CH2:26][CH2:27][C:28]([CH2:31][C:32]4[CH:33]=[CH:34][C:35]([F:38])=[CH:36][CH:37]=4)([C:39]#[N:40])[CH2:29][CH2:30]3)=[O:24])[CH2:9][NH:8][C:13]=2[CH:14]=1. The catalyst class is: 2. (5) Reactant: [CH3:1][C:2]1[N:3]=[C:4]2[N:8]([C:9]=1[C:10]([NH2:12])=O)[CH:7]=[CH:6][S:5]2.N1C=CC=CC=1.FC(F)(F)C(OC(=O)C(F)(F)F)=O.C(=O)(O)[O-].[Na+]. Product: [CH3:1][C:2]1[N:3]=[C:4]2[N:8]([C:9]=1[C:10]#[N:12])[CH:7]=[CH:6][S:5]2. The catalyst class is: 7. (6) Reactant: [Br:1][C:2]1[CH:3]=[C:4]([C:9]2([CH3:16])[NH:14][C:13](=O)[CH2:12][O:11][CH2:10]2)[CH:5]=[CH:6][C:7]=1[F:8].COC1C=CC(P2(=S)SP(=S)(C3C=CC(OC)=CC=3)[S:26]2)=CC=1. Product: [Br:1][C:2]1[CH:3]=[C:4]([C:9]2([CH3:16])[NH:14][C:13](=[S:26])[CH2:12][O:11][CH2:10]2)[CH:5]=[CH:6][C:7]=1[F:8]. The catalyst class is: 7. (7) Reactant: [NH:1]1[CH2:6][CH2:5][C:4](=[O:7])[CH2:3][CH2:2]1.C(N(CC)CC)C.[Cl-].[CH2:16]([N:18]([CH2:22][CH3:23])[C:19](=[O:21])C)[CH3:17]. Product: [CH2:16]([N:18]([CH2:22][CH3:23])[C:19]([N:1]1[CH2:6][CH2:5][C:4](=[O:7])[CH2:3][CH2:2]1)=[O:21])[CH3:17]. The catalyst class is: 3.